From a dataset of Catalyst prediction with 721,799 reactions and 888 catalyst types from USPTO. Predict which catalyst facilitates the given reaction. (1) Reactant: [C:1]([O:5][C:6]([N:8]1[CH2:12][C@@H:11]([CH2:13][N:14]([CH:31]([CH3:33])[CH3:32])[C:15](=[O:30])[C:16]2[CH:21]=[CH:20][C:19]([O:22][CH3:23])=[C:18]([O:24][CH2:25][CH2:26][CH2:27][O:28][CH3:29])[CH:17]=2)[C@H:10]([NH2:34])[CH2:9]1)=[O:7])([CH3:4])([CH3:3])[CH3:2].CCN(C(C)C)C(C)C.[CH2:44]([NH:51][C:52]([CH2:54]N([CH2:54][C:52](=[O:53])[NH:51][CH2:44][C:45]1[CH:50]=[CH:49][CH:48]=[CH:47][CH:46]=1)[C@@H]1CNC[C@H]1CN(C(C)C)C(=O)C1C=CC(OC)=C(OCCCOC)C=1)=[O:53])[C:45]1[CH:50]=[CH:49][CH:48]=[CH:47][CH:46]=1.C([O-])(O)=O.[Na+]. Product: [C:1]([O:5][C:6]([N:8]1[CH2:12][C@@H:11]([CH2:13][N:14]([CH:31]([CH3:32])[CH3:33])[C:15](=[O:30])[C:16]2[CH:21]=[CH:20][C:19]([O:22][CH3:23])=[C:18]([O:24][CH2:25][CH2:26][CH2:27][O:28][CH3:29])[CH:17]=2)[C@H:10]([NH:34][CH2:54][C:52](=[O:53])[NH:51][CH2:44][C:45]2[CH:50]=[CH:49][CH:48]=[CH:47][CH:46]=2)[CH2:9]1)=[O:7])([CH3:3])([CH3:4])[CH3:2]. The catalyst class is: 31. (2) Reactant: O1[C:5]2([CH2:10][CH2:9][N:8]([C:11]3[CH:16]=[CH:15][C:14]([N:17]4[CH2:21][C@H:20]([CH2:22][N:23]5[CH:27]=[CH:26][N:25]=[N:24]5)[O:19][C:18]4=[O:28])=[CH:13][C:12]=3[F:29])[CH2:7][CH2:6]2)[O:4]CC1. Product: [O:4]=[C:5]1[CH2:6][CH2:7][N:8]([C:11]2[CH:16]=[CH:15][C:14]([N:17]3[CH2:21][C@H:20]([CH2:22][N:23]4[CH:27]=[CH:26][N:25]=[N:24]4)[O:19][C:18]3=[O:28])=[CH:13][C:12]=2[F:29])[CH2:9][CH2:10]1. The catalyst class is: 86.